Dataset: Catalyst prediction with 721,799 reactions and 888 catalyst types from USPTO. Task: Predict which catalyst facilitates the given reaction. (1) Reactant: Cl.[NH2:2][CH2:3][C@H:4]1[O:9][CH2:8][CH2:7][N:6]([S:10]([C:13]2[CH:20]=[CH:19][CH:18]=[CH:17][C:14]=2[C:15]#[N:16])(=[O:12])=[O:11])[CH2:5]1.C(N(CC)CC)C.[C:28]([NH:35][C@H:36]([C:41](O)=[O:42])[CH2:37][CH:38]([CH3:40])[CH3:39])([O:30][C:31]([CH3:34])([CH3:33])[CH3:32])=[O:29].C1C=CC2N(O)N=NC=2C=1.C(Cl)CCl. Product: [C:15]([C:14]1[CH:17]=[CH:18][CH:19]=[CH:20][C:13]=1[S:10]([N:6]1[CH2:7][CH2:8][O:9][C@H:4]([CH2:3][NH:2][C:41](=[O:42])[C@H:36]([CH2:37][CH:38]([CH3:39])[CH3:40])[NH:35][C:28]([O:30][C:31]([CH3:32])([CH3:33])[CH3:34])=[O:29])[CH2:5]1)(=[O:12])=[O:11])#[N:16]. The catalyst class is: 2. (2) Reactant: [Br:1][C:2]1[CH:14]=[CH:13][C:12]([C:15](=[O:17])[NH2:16])=[C:11]2[C:3]=1[C:4]1[CH:5]=[CH:6][C:7]([C:18]([O:20][CH2:21][CH3:22])=[O:19])=[CH:8][C:9]=1[NH:10]2.C(Cl)(Cl)(Cl)[Cl:24].C1C(=O)N(Cl)C(=O)C1. Product: [Br:1][C:2]1[C:14]([Cl:24])=[CH:13][C:12]([C:15](=[O:17])[NH2:16])=[C:11]2[C:3]=1[C:4]1[CH:5]=[CH:6][C:7]([C:18]([O:20][CH2:21][CH3:22])=[O:19])=[CH:8][C:9]=1[NH:10]2. The catalyst class is: 37. (3) Reactant: [CH3:1][O:2][CH2:3][C@H:4]([CH3:22])[O:5][C:6]1[CH:7]=[C:8]([OH:21])[CH:9]=[C:10]([C:12]2[NH:20][C:15]3=[N:16][CH:17]=[CH:18][CH:19]=[C:14]3[CH:13]=2)[CH:11]=1.C(=O)([O-])[O-].[Cs+].[Cs+].F[C:30]1[CH:35]=[CH:34][C:33]([S:36]([CH3:39])(=[O:38])=[O:37])=[CH:32][CH:31]=1. Product: [CH3:1][O:2][CH2:3][C@H:4]([CH3:22])[O:5][C:6]1[CH:11]=[C:10]([C:12]2[NH:20][C:15]3=[N:16][CH:17]=[CH:18][CH:19]=[C:14]3[CH:13]=2)[CH:9]=[C:8]([O:21][C:30]2[CH:35]=[CH:34][C:33]([S:36]([CH3:39])(=[O:38])=[O:37])=[CH:32][CH:31]=2)[CH:7]=1. The catalyst class is: 44.